From a dataset of Reaction yield outcomes from USPTO patents with 853,638 reactions. Predict the reaction yield, written as a fraction of the theoretical maximum amount of product (1.0 means a 100% yield; for example, 0.34 means a 34% yield). The reactants are [C:1]([C:4]1[CH:9]=[CH:8][C:7]([S:10](Cl)(=[O:12])=[O:11])=[CH:6][CH:5]=1)(=[O:3])[CH3:2].CCN(CC)CC.[NH:21]1[CH2:26][CH2:25][O:24][CH2:23][CH2:22]1. The catalyst is C(Cl)Cl. The product is [N:21]1([S:10]([C:7]2[CH:8]=[CH:9][C:4]([C:1](=[O:3])[CH3:2])=[CH:5][CH:6]=2)(=[O:12])=[O:11])[CH2:26][CH2:25][O:24][CH2:23][CH2:22]1. The yield is 0.710.